Dataset: Forward reaction prediction with 1.9M reactions from USPTO patents (1976-2016). Task: Predict the product of the given reaction. (1) Given the reactants [Mg].II.Br[C:5]1[CH:6]=[CH:7][C:8]2[O:12][C:11]([F:13])=[CH:10][C:9]=2[CH:14]=1.Cl.[O:16]1CCC[CH2:17]1, predict the reaction product. The product is: [F:13][C:11]1[O:12][C:8]2[CH:7]=[CH:6][C:5]([CH:17]=[O:16])=[CH:14][C:9]=2[CH:10]=1. (2) Given the reactants [CH3:1][O:2][C:3](=[O:60])[NH:4][CH:5]([C:9]([N:11]1[CH2:15][CH2:14][CH2:13][CH:12]1[C:16]1[NH:17][C:18]([C:21]2[CH:22]=CC3C4C(=C5C=CC(C6NC(C7CCCN7C(=O)C(NC(OC)=O)C(C)C)=NC=6)=CC5=CC=4)[O:27][CH2:26][C:25]=3[CH:59]=2)=[CH:19][N:20]=1)=[O:10])[CH:6]([CH3:8])[CH3:7].FC(F)(F)S([O:66][C:67]1C=CC2[C:71]([CH:92]=1)=[CH:72][CH:73]=[C:74]1C=2OCC2C=C(OS(C(F)(F)F)(=O)=O)[CH:82]=[CH:83][C:75]1=2)(=O)=O, predict the reaction product. The product is: [CH3:1][O:2][C:3](=[O:60])[NH:4][CH:5]([C:9]([N:11]1[CH2:15][CH2:14][CH2:13][CH:12]1[C:16]1[NH:17][C:18]([C:21]2[CH:59]=[C:25]3[CH2:26][O:27][C:74]4[C:75]5=[C:92]([CH:71]=[C:72]([C:19]6[NH:20][C:16]([CH:12]7[CH2:13][CH2:14][CH2:15][N:11]7[C:9](=[O:10])[CH:5]([NH:4][C:3]([O:2][CH3:1])=[O:60])[CH:6]([CH3:7])[CH3:8])=[N:17][CH:18]=6)[CH:73]=4)[CH2:67][O:66][C:82]([CH:22]=2)=[C:83]35)=[CH:19][N:20]=1)=[O:10])[CH:6]([CH3:8])[CH3:7]. (3) Given the reactants [F:1][C:2]([F:14])([F:13])[O:3][C:4]1[CH:12]=[CH:11][CH:10]=[CH:9][C:5]=1[C:6](Cl)=[O:7].[NH2:15][C:16]1[N:20]=[C:19]([C:21]([O:23][CH3:24])=[O:22])[NH:18][N:17]=1, predict the reaction product. The product is: [F:1][C:2]([F:14])([F:13])[O:3][C:4]1[CH:12]=[CH:11][CH:10]=[CH:9][C:5]=1[C:6]([NH:15][C:16]1[N:20]=[C:19]([C:21]([O:23][CH3:24])=[O:22])[NH:18][N:17]=1)=[O:7].